Dataset: Forward reaction prediction with 1.9M reactions from USPTO patents (1976-2016). Task: Predict the product of the given reaction. (1) Given the reactants [C:1]([C:3]1[C:4]([C:17]([F:20])([F:19])[F:18])=[C:5]2[C:9](=[CH:10][CH:11]=1)[N:8]([CH2:12][C:13](O)=[O:14])[C:7]([CH3:16])=[CH:6]2)#[N:2].[Br:21][C:22]1[CH:23]=[C:24]([C:28]([NH:30][NH2:31])=O)[CH:25]=[N:26][CH:27]=1, predict the reaction product. The product is: [Br:21][C:22]1[CH:23]=[C:24]([C:28]2[O:14][C:13]([CH2:12][N:8]3[C:9]4[C:5](=[C:4]([C:17]([F:18])([F:19])[F:20])[C:3]([C:1]#[N:2])=[CH:11][CH:10]=4)[CH:6]=[C:7]3[CH3:16])=[N:31][N:30]=2)[CH:25]=[N:26][CH:27]=1. (2) Given the reactants C[CH:2]1[CH2:9][CH:8]2[CH:6]([O:7]2)[CH2:5][N:4]([S:10]([C:13]2[CH:18]=[CH:17][CH:16]=[CH:15][N:14]=2)(=[O:12])=[O:11])[CH2:3]1.[N-:19]=[N+:20]=[N-:21].[Na+].[NH4+].[Cl-].[CH3:25]O, predict the reaction product. The product is: [N:19]([CH:8]1[CH:9]([CH3:25])[CH2:2][CH2:3][N:4]([S:10]([C:13]2[CH:18]=[CH:17][CH:16]=[CH:15][N:14]=2)(=[O:11])=[O:12])[CH2:5][CH:6]1[OH:7])=[N+:20]=[N-:21].